From a dataset of Catalyst prediction with 721,799 reactions and 888 catalyst types from USPTO. Predict which catalyst facilitates the given reaction. (1) Reactant: [Cl:1][CH2:2][CH2:3][CH2:4][CH:5]([C:28]1[CH:33]=[CH:32][C:31]([F:34])=[CH:30][CH:29]=1)[C:6](/[N:8]=[C:9](\SC)/[NH:10][C:11]1[CH:16]=[CH:15][C:14]([C:17]2[O:21][C:20]3=[CH:22][N:23]=[C:24]([CH3:25])[N:19]3[N:18]=2)=[CH:13][CH:12]=1)=O.O.[NH2:36][NH2:37]. Product: [Cl:1][CH2:2][CH2:3][CH2:4][CH:5]([C:6]1[NH:37][N:36]=[C:9]([NH:10][C:11]2[CH:16]=[CH:15][C:14]([C:17]3[O:21][C:20]4=[CH:22][N:23]=[C:24]([CH3:25])[N:19]4[N:18]=3)=[CH:13][CH:12]=2)[N:8]=1)[C:28]1[CH:33]=[CH:32][C:31]([F:34])=[CH:30][CH:29]=1. The catalyst class is: 14. (2) Reactant: [C:1]([S:5]([C:8]1[CH:9]=[C:10]2[C:15](=[CH:16][C:17]=1[O:18][CH2:19][CH2:20][O:21][CH3:22])[N:14]=[CH:13][CH:12]=[C:11]2[Cl:23])(=[O:7])=[O:6])([CH3:4])([CH3:3])[CH3:2].[CH3:24][C:25]1[C:26]([NH2:31])=[N:27][NH:28][C:29]=1[CH3:30]. Product: [ClH:23].[C:1]([S:5]([C:8]1[CH:9]=[C:10]2[C:15](=[CH:16][C:17]=1[O:18][CH2:19][CH2:20][O:21][CH3:22])[N:14]=[CH:13][CH:12]=[C:11]2[NH:31][C:26]1[NH:27][N:28]=[C:29]([CH3:30])[C:25]=1[CH3:24])(=[O:7])=[O:6])([CH3:4])([CH3:3])[CH3:2]. The catalyst class is: 422. (3) Reactant: [CH:1]([C:3]1[CH:4]=[C:5]2[C:9](=[CH:10][CH:11]=1)[NH:8][C:7]([C:12]([NH2:14])=[O:13])=[C:6]2[S:15][C:16]1[CH:21]=[CH:20][CH:19]=[CH:18][CH:17]=1)=O.Cl.[CH2:23]([NH2:26])[CH2:24][CH3:25]. Product: [C:16]1([S:15][C:6]2[C:5]3[C:9](=[CH:10][CH:11]=[C:3]([CH2:1][NH:26][CH2:23][CH2:24][CH3:25])[CH:4]=3)[NH:8][C:7]=2[C:12]([NH2:14])=[O:13])[CH:21]=[CH:20][CH:19]=[CH:18][CH:17]=1. The catalyst class is: 100.